This data is from Forward reaction prediction with 1.9M reactions from USPTO patents (1976-2016). The task is: Predict the product of the given reaction. Given the reactants [NH2:1][C:2]1[N:7]=[C:6]([CH3:8])[N:5]=[C:4]([C:9]2[C:10]([NH:24][C:25]3[CH:26]=[CH:27][C:28]4[S:32][CH:31]=[N:30][C:29]=4[CH:33]=3)=[N:11][CH:12]=[C:13]([C@H:15]([N:17]3[CH2:22][CH2:21][NH:20][CH2:19][C@@H:18]3[CH3:23])[CH3:16])[CH:14]=2)[N:3]=1.C(=O)([O-])[O-].[Na+].[Na+].[CH3:40][S:41](Cl)(=[O:43])=[O:42], predict the reaction product. The product is: [NH2:1][C:2]1[N:7]=[C:6]([CH3:8])[N:5]=[C:4]([C:9]2[C:10]([NH:24][C:25]3[CH:26]=[CH:27][C:28]4[S:32][CH:31]=[N:30][C:29]=4[CH:33]=3)=[N:11][CH:12]=[C:13]([C@H:15]([N:17]3[CH2:22][CH2:21][N:20]([S:41]([CH3:40])(=[O:43])=[O:42])[CH2:19][C@@H:18]3[CH3:23])[CH3:16])[CH:14]=2)[N:3]=1.